This data is from Reaction yield outcomes from USPTO patents with 853,638 reactions. The task is: Predict the reaction yield, written as a fraction of the theoretical maximum amount of product (1.0 means a 100% yield; for example, 0.34 means a 34% yield). (1) The reactants are [CH3:1][NH:2][CH2:3][C:4]1[S:8][C:7]2[CH:9]=[CH:10][CH:11]=[CH:12][C:6]=2[C:5]=1[CH3:13].CNCC1C=CC2C(=CC=CC=2)C=1CCC.[ClH:30].[N:31]1([CH2:37][CH2:38][CH2:39][N:40]2[CH2:46][C:45]3[CH:47]=[C:48](/[CH:51]=[CH:52]/[C:53](O)=[O:54])[CH:49]=[N:50][C:44]=3[NH:43][C:42](=[O:56])[CH2:41]2)[CH2:36][CH2:35][O:34][CH2:33][CH2:32]1.Cl.CN1CC2C=C(/C=C/C(O)=O)C=NC=2NC(=O)C1. No catalyst specified. The product is [ClH:30].[CH3:1][N:2]([CH2:3][C:4]1[S:8][C:7]2[CH:9]=[CH:10][CH:11]=[CH:12][C:6]=2[C:5]=1[CH3:13])[C:53](=[O:54])/[CH:52]=[CH:51]/[C:48]1[CH:49]=[N:50][C:44]2[NH:43][C:42](=[O:56])[CH2:41][N:40]([CH2:39][CH2:38][CH2:37][N:31]3[CH2:32][CH2:33][O:34][CH2:35][CH2:36]3)[CH2:46][C:45]=2[CH:47]=1. The yield is 0.560. (2) The reactants are [CH2:1]([C:4]([CH2:15][CH:16]=[CH2:17])(C(OCC)=O)[C:5]([O:7][CH2:8][CH3:9])=[O:6])[CH:2]=[CH2:3].[C-]#N.[Na+].CS(C)=O. The catalyst is O. The product is [C:5]([CH:4]([CH2:1][CH:2]=[CH2:3])[CH2:15][CH:16]=[CH2:17])([O:7][CH2:8][CH3:9])=[O:6]. The yield is 0.780. (3) The reactants are [F:1][C:2]([F:7])([F:6])[C:3]([OH:5])=[O:4].[F:8][C:9]([F:14])([F:13])[C:10]([OH:12])=[O:11].[F:15][C:16]([F:21])([F:20])[C:17]([OH:19])=[O:18].[Cl:22][C:23]1[CH:24]=[N:25][C:26]2[NH:27][C:28]3[CH:29]=[N:30][CH:31]=[C:32]([CH:53]=3)[CH2:33][CH2:34][C:35]3[CH:43]=[C:39]([NH:40][C:41]=1[N:42]=2)[CH:38]=[CH:37][C:36]=3[O:44][CH2:45][CH2:46][CH:47]1[CH2:52][CH2:51][NH:50][CH2:49][CH2:48]1.[Cl:54][C:55]1[N:63]=[CH:62][CH:61]=[CH:60][C:56]=1[C:57](Cl)=[O:58]. No catalyst specified. The product is [F:1][C:2]([F:7])([F:6])[C:3]([OH:5])=[O:4].[F:8][C:9]([F:14])([F:13])[C:10]([OH:12])=[O:11].[F:15][C:16]([F:21])([F:20])[C:17]([OH:19])=[O:18].[Cl:22][C:23]1[CH:24]=[N:25][C:26]2[NH:27][C:28]3[CH:29]=[N:30][CH:31]=[C:32]([CH:53]=3)[CH2:33][CH2:34][C:35]3[CH:43]=[C:39]([NH:40][C:41]=1[N:42]=2)[CH:38]=[CH:37][C:36]=3[O:44][CH2:45][CH2:46][CH:47]1[CH2:48][CH2:49][N:50]([C:57]([C:56]2[C:55]([Cl:54])=[N:63][CH:62]=[CH:61][CH:60]=2)=[O:58])[CH2:51][CH2:52]1. The yield is 0.300. (4) The reactants are [P:1]([Cl:5])(Cl)(Cl)=[S:2].[C:6]1([OH:12])[CH:11]=[CH:10][CH:9]=[CH:8][CH:7]=1.C(N(CC)CC)C.[CH2:20]([O:22][C:23](=[O:27])[C@H:24]([CH3:26])[NH2:25])[CH3:21].Cl. The catalyst is CCOCC.C1COCC1.C(Cl)Cl. The product is [Cl:5][P:1]([NH:25][C@@H:24]([CH3:26])[C:23]([O:22][CH2:20][CH3:21])=[O:27])([O:12][C:6]1[CH:11]=[CH:10][CH:9]=[CH:8][CH:7]=1)=[S:2]. The yield is 0.820. (5) The reactants are [N+:1]([C:4]1[CH:5]=[N:6][C:7]([NH2:10])=[N:8][CH:9]=1)([O-:3])=[O:2].Cl[C:12]1[N:17]=[C:16]([CH3:18])[N:15]=[C:14]([N:19]2[CH2:24][CH2:23][N:22]([CH2:25][CH2:26][OH:27])[CH2:21][CH2:20]2)[CH:13]=1.CC1(C)C2C(=C(P(C3C=CC=CC=3)C3C=CC=CC=3)C=CC=2)OC2C(P(C3C=CC=CC=3)C3C=CC=CC=3)=CC=CC1=2.CC(C)([O-])C.[K+]. The catalyst is O1CCOCC1.CC([O-])=O.CC([O-])=O.[Pd+2]. The product is [CH3:18][C:16]1[N:15]=[C:14]([N:19]2[CH2:24][CH2:23][N:22]([CH2:25][CH2:26][OH:27])[CH2:21][CH2:20]2)[CH:13]=[C:12]([NH:10][C:7]2[N:8]=[CH:9][C:4]([N+:1]([O-:3])=[O:2])=[CH:5][N:6]=2)[N:17]=1. The yield is 0.520.